Dataset: Forward reaction prediction with 1.9M reactions from USPTO patents (1976-2016). Task: Predict the product of the given reaction. (1) Given the reactants [CH3:1][N:2]1[C:11]2[C:6](=[CH:7][CH:8]=[CH:9][C:10]=2[C:12]([OH:14])=O)[CH2:5][CH2:4][CH2:3]1.[NH2:15][C:16]1[CH:21]=[CH:20][C:19]([CH2:22][C:23]([NH:25][C:26]2[CH:31]=[CH:30][CH:29]=[CH:28][N:27]=2)=[O:24])=[CH:18][CH:17]=1.ON1C2C=CC=CC=2N=N1.CN(C)CCCN=C=NCC, predict the reaction product. The product is: [CH3:1][N:2]1[C:11]2[C:6](=[CH:7][CH:8]=[CH:9][C:10]=2[C:12]([NH:15][C:16]2[CH:17]=[CH:18][C:19]([CH2:22][C:23](=[O:24])[NH:25][C:26]3[CH:31]=[CH:30][CH:29]=[CH:28][N:27]=3)=[CH:20][CH:21]=2)=[O:14])[CH2:5][CH2:4][CH2:3]1. (2) Given the reactants [NH2:1][C:2]1[C:3]([C:9]#[C:10][C:11]2[CH:16]=[CH:15][N:14]=[C:13]([NH:17][C:18](=[O:20])[CH3:19])[CH:12]=2)=[N:4][CH:5]=[C:6]([Br:8])[CH:7]=1.CCN(CC)CC.[F:28][C:29]([F:40])([F:39])[C:30](O[C:30](=[O:31])[C:29]([F:40])([F:39])[F:28])=[O:31].P([O-])([O-])([O-])=O, predict the reaction product. The product is: [C:18]([NH:17][C:13]1[CH:12]=[C:11]([C:10]#[C:9][C:3]2[C:2]([NH:1][C:30](=[O:31])[C:29]([F:40])([F:39])[F:28])=[CH:7][C:6]([Br:8])=[CH:5][N:4]=2)[CH:16]=[CH:15][N:14]=1)(=[O:20])[CH3:19]. (3) The product is: [C:18]([C:16]1[CH:15]=[C:13]([NH:14][C:2]([C:1]([NH:24][C:27]2[CH:28]=[C:16]([C:18]([CH3:20])([CH3:19])[CH3:21])[CH:17]=[C:11]([C:7]([CH3:10])([CH3:9])[CH3:8])[CH:12]=2)=[O:5])=[O:3])[CH:12]=[C:11]([C:7]([CH3:10])([CH3:9])[CH3:8])[CH:17]=1)([CH3:21])([CH3:20])[CH3:19]. Given the reactants [C:1](Cl)(=[O:5])[C:2](Cl)=[O:3].[C:7]([C:11]1[CH:12]=[C:13]([CH:15]=[C:16]([C:18]([CH3:21])([CH3:20])[CH3:19])[CH:17]=1)[NH2:14])([CH3:10])([CH3:9])[CH3:8].C([N:24]([CH2:27][CH3:28])CC)C, predict the reaction product. (4) Given the reactants [OH:1][C:2]1[CH:3]=[C:4]([CH2:10][OH:11])[CH:5]=[C:6]([CH2:8][OH:9])[CH:7]=1.C(=O)([O-])[O-].[Na+].[Na+].[I-].[Na+].Br[CH2:21][CH2:22][O:23][C:24]1[CH:29]=[CH:28][C:27]([C:30](=[O:32])[CH3:31])=[CH:26][CH:25]=1, predict the reaction product. The product is: [OH:9][CH2:8][C:6]1[CH:7]=[C:2]([CH:3]=[C:4]([CH2:10][OH:11])[CH:5]=1)[O:1][CH2:21][CH2:22][O:23][C:24]1[CH:29]=[CH:28][C:27]([C:30](=[O:32])[CH3:31])=[CH:26][CH:25]=1. (5) Given the reactants [C:1]([C:3]1[CH:4]=[C:5](B(O)O)[CH:6]=[CH:7][CH:8]=1)#[N:2].[Cl:12][C:13]1[N:18]=[C:17](Cl)[CH:16]=[C:15]([C:20]2[CH:25]=[CH:24][CH:23]=[CH:22][CH:21]=2)[N:14]=1, predict the reaction product. The product is: [Cl:12][C:13]1[N:18]=[C:17]([C:7]2[CH:6]=[CH:5][CH:4]=[C:3]([C:1]#[N:2])[CH:8]=2)[CH:16]=[C:15]([C:20]2[CH:25]=[CH:24][CH:23]=[CH:22][CH:21]=2)[N:14]=1. (6) Given the reactants [Cl:1][C:2]1[CH:3]=[C:4]([CH:8]([NH:11][C:12]2[O:13][C:14]3[C:20]([O:21][CH3:22])=[CH:19][C:18]([C:23]([OH:25])=O)=[CH:17][C:15]=3[N:16]=2)[CH2:9][F:10])[CH:5]=[CH:6][CH:7]=1.Cl.[CH3:27][CH:28]1[O:33][CH2:32][C@@H:31]([CH3:34])[NH:30][CH2:29]1.C(N(CC)C(C)C)(C)C.CN(C(ON1N=NC2C=CC=NC1=2)=[N+](C)C)C.F[P-](F)(F)(F)(F)F, predict the reaction product. The product is: [Cl:1][C:2]1[CH:3]=[C:4]([CH:8]([NH:11][C:12]2[O:13][C:14]3[C:20]([O:21][CH3:22])=[CH:19][C:18]([C:23]([N:30]4[C@H:31]([CH3:34])[CH2:32][O:33][CH:28]([CH3:27])[CH2:29]4)=[O:25])=[CH:17][C:15]=3[N:16]=2)[CH2:9][F:10])[CH:5]=[CH:6][CH:7]=1. (7) Given the reactants [F:1][C:2]1[CH:3]=[C:4]([NH:17][C:18](=O)[O:19]C2C=CC=CC=2)[CH:5]=[CH:6][C:7]=1[B:8]1[O:12][C:11]([CH3:14])([CH3:13])[C:10]([CH3:16])([CH3:15])[O:9]1.C(N(CC)CC)C.Cl.[F:35][CH2:36][CH2:37][NH2:38], predict the reaction product. The product is: [F:1][C:2]1[CH:3]=[C:4]([NH:17][C:18]([NH:38][CH2:37][CH2:36][F:35])=[O:19])[CH:5]=[CH:6][C:7]=1[B:8]1[O:12][C:11]([CH3:13])([CH3:14])[C:10]([CH3:16])([CH3:15])[O:9]1. (8) Given the reactants [C:1]([O:5][C:6](=[O:20])[NH:7][C:8]1[CH:13]=[CH:12][C:11]([O:14][C:15]([F:18])([F:17])[F:16])=[CH:10][C:9]=1[NH2:19])([CH3:4])([CH3:3])[CH3:2].C([O:25][C:26](=O)[CH2:27][C:28]([C:30]1[CH:35]=[CH:34][CH:33]=[C:32]([C:36]2[CH:41]=[C:40]([CH3:42])[N:39]=[C:38]([CH3:43])[CH:37]=2)[CH:31]=1)=[O:29])(C)(C)C, predict the reaction product. The product is: [C:1]([O:5][C:6](=[O:20])[NH:7][C:8]1[CH:13]=[CH:12][C:11]([O:14][C:15]([F:18])([F:17])[F:16])=[CH:10][C:9]=1[NH:19][C:26](=[O:25])[CH2:27][C:28]([C:30]1[CH:35]=[CH:34][CH:33]=[C:32]([C:36]2[CH:37]=[C:38]([CH3:43])[N:39]=[C:40]([CH3:42])[CH:41]=2)[CH:31]=1)=[O:29])([CH3:4])([CH3:2])[CH3:3]. (9) Given the reactants [F:1][C:2]1[CH:3]=[C:4]2[C:8](=[C:9]([CH3:11])[CH:10]=1)[NH:7][CH:6]=[CH:5]2.Cl[C:13]1[CH:18]=[CH:17][N:16]=[C:15]([NH:19][CH:20]2[CH2:25][C:24]([CH3:27])([CH3:26])[NH:23][C:22]([CH3:29])([CH3:28])[CH2:21]2)[N:14]=1.CCCC[N+](CCCC)(CCCC)CCCC.[F-], predict the reaction product. The product is: [F:1][C:2]1[CH:3]=[C:4]2[C:8](=[C:9]([CH3:11])[CH:10]=1)[NH:7][CH:6]=[C:5]2[C:17]1[CH:18]=[CH:13][N:14]=[C:15]([NH:19][CH:20]2[CH2:25][C:24]([CH3:27])([CH3:26])[NH:23][C:22]([CH3:29])([CH3:28])[CH2:21]2)[N:16]=1. (10) Given the reactants [C:1]([C:5]1[S:9][C:8]([C:10]([O:12]C)=[O:11])=[C:7]([N+:14]([O-:16])=[O:15])[CH:6]=1)([CH3:4])([CH3:3])[CH3:2].C1COCC1.CO.Cl, predict the reaction product. The product is: [C:1]([C:5]1[S:9][C:8]([C:10]([OH:12])=[O:11])=[C:7]([N+:14]([O-:16])=[O:15])[CH:6]=1)([CH3:4])([CH3:2])[CH3:3].